The task is: Predict which catalyst facilitates the given reaction.. This data is from Catalyst prediction with 721,799 reactions and 888 catalyst types from USPTO. (1) Reactant: [F:1][C:2]1[CH:7]=[CH:6][C:5]([CH2:8][C:9]([NH:11][CH:12]2[CH2:17][CH2:16][N:15]([C@H:18]([CH3:21])[CH2:19]O)[CH2:14][CH2:13]2)=[O:10])=[CH:4][CH:3]=1.C1C=CC(P(C2C=CC=CC=2)C2C=CC=CC=2)=CC=1.CC(OC(/N=N/C(OC(C)C)=O)=O)C.[C:55]1([NH:61][S:62]([CH2:65][C:66]2[CH:71]=[CH:70][CH:69]=[CH:68][CH:67]=2)(=[O:64])=[O:63])[CH:60]=[CH:59][CH:58]=[CH:57][CH:56]=1. Product: [C:55]1([N:61]([CH2:19][C@H:18]([N:15]2[CH2:16][CH2:17][CH:12]([NH:11][C:9](=[O:10])[CH2:8][C:5]3[CH:6]=[CH:7][C:2]([F:1])=[CH:3][CH:4]=3)[CH2:13][CH2:14]2)[CH3:21])[S:62]([CH2:65][C:66]2[CH:71]=[CH:70][CH:69]=[CH:68][CH:67]=2)(=[O:64])=[O:63])[CH:56]=[CH:57][CH:58]=[CH:59][CH:60]=1. The catalyst class is: 1. (2) Reactant: O.[OH-].[Li+].[CH:4]1([CH:9]([C:27]2[CH:32]=[CH:31][C:30]([CH2:33][N:34]3[C:39](=[O:40])[CH2:38][O:37][C:36]([C:41]4[CH:46]=[CH:45][CH:44]=[CH:43][CH:42]=4)=[N:35]3)=[CH:29][CH:28]=2)[C:10]([NH:12][C:13]2[CH:21]=[CH:20][CH:19]=[C:18]3[C:14]=2[CH2:15][C:16]([CH3:26])([C:22]([O:24]C)=[O:23])[CH2:17]3)=[O:11])[CH2:8][CH2:7][CH2:6][CH2:5]1.Cl. Product: [CH:4]1([CH:9]([C:27]2[CH:28]=[CH:29][C:30]([CH2:33][N:34]3[C:39](=[O:40])[CH2:38][O:37][C:36]([C:41]4[CH:42]=[CH:43][CH:44]=[CH:45][CH:46]=4)=[N:35]3)=[CH:31][CH:32]=2)[C:10]([NH:12][C:13]2[CH:21]=[CH:20][CH:19]=[C:18]3[C:14]=2[CH2:15][C:16]([CH3:26])([C:22]([OH:24])=[O:23])[CH2:17]3)=[O:11])[CH2:8][CH2:7][CH2:6][CH2:5]1. The catalyst class is: 20. (3) Reactant: [CH2:1]([O:3][P:4](/[CH:9]=[CH:10]/[C@@:11]1([NH:30][C:31](=[O:37])[O:32][C:33]([CH3:36])([CH3:35])[CH3:34])[CH2:15][CH2:14][C@H:13]([C:16]2[CH:21]=[CH:20][C:19]([CH2:22][CH2:23][CH2:24][CH2:25][CH2:26][CH2:27][CH2:28][CH3:29])=[CH:18][CH:17]=2)[CH2:12]1)([O:6][CH2:7][CH3:8])=[O:5])[CH3:2]. Product: [CH2:7]([O:6][P:4]([CH2:9][CH2:10][C@@:11]1([NH:30][C:31](=[O:37])[O:32][C:33]([CH3:34])([CH3:35])[CH3:36])[CH2:15][CH2:14][C@H:13]([C:16]2[CH:17]=[CH:18][C:19]([CH2:22][CH2:23][CH2:24][CH2:25][CH2:26][CH2:27][CH2:28][CH3:29])=[CH:20][CH:21]=2)[CH2:12]1)([O:3][CH2:1][CH3:2])=[O:5])[CH3:8]. The catalyst class is: 29. (4) Reactant: [C:1]([O:5][C:6]([NH:8][C@@H:9]([CH2:13][SH:14])[C:10]([OH:12])=[O:11])=[O:7])([CH3:4])([CH3:3])[CH3:2].C([O-])(O)=O.[Na+].F[C:21]1[CH:26]=[CH:25][CH:24]=[CH:23][C:22]=1[N+:27]([O-:29])=[O:28]. Product: [C:1]([O:5][C:6]([NH:8][C@@H:9]([CH2:13][S:14][C:21]1[CH:26]=[CH:25][CH:24]=[CH:23][C:22]=1[N+:27]([O-:29])=[O:28])[C:10]([OH:12])=[O:11])=[O:7])([CH3:4])([CH3:3])[CH3:2]. The catalyst class is: 97. (5) Reactant: [Cl:1][C:2]1[CH:7]=[CH:6][CH:5]=[CH:4][C:3]=1[CH2:8][C:9](O)=O.[CH2:12]([NH:16][C:17](=[S:20])[NH:18][NH2:19])[CH2:13][CH2:14][CH3:15]. Product: [CH2:12]([N:16]1[C:9]([CH2:8][C:3]2[CH:4]=[CH:5][CH:6]=[CH:7][C:2]=2[Cl:1])=[N:19][NH:18][C:17]1=[S:20])[CH2:13][CH2:14][CH3:15]. The catalyst class is: 4. (6) Reactant: C([O:3][C:4](=[O:35])[C:5]([F:34])=[C:6]([C:8]1[O:12][C:11]2[C:13]([C:17]3[CH:22]=[C:21]([CH:23]([CH3:25])[CH3:24])[CH:20]=[C:19]([CH:26]([CH3:28])[CH3:27])[C:18]=3[O:29][CH2:30][CH:31]([F:33])[F:32])=[CH:14][CH:15]=[CH:16][C:10]=2[CH:9]=1)[CH3:7])C.C1COCC1.[Li+].[OH-]. The catalyst class is: 5. Product: [F:34][C:5](=[C:6]([C:8]1[O:12][C:11]2[C:13]([C:17]3[CH:22]=[C:21]([CH:23]([CH3:24])[CH3:25])[CH:20]=[C:19]([CH:26]([CH3:27])[CH3:28])[C:18]=3[O:29][CH2:30][CH:31]([F:32])[F:33])=[CH:14][CH:15]=[CH:16][C:10]=2[CH:9]=1)[CH3:7])[C:4]([OH:35])=[O:3]. (7) Reactant: [S:1]1[CH:5]=[CH:4][C:3]2[C:6]([N:10]3[CH2:15][CH2:14][N:13]([CH2:16][CH2:17][CH2:18][CH2:19][O:20][C:21]4[CH:30]=[C:29]5[C:24]([CH2:25][CH2:26][C:27](=[O:33])[N:28]5[CH2:31][OH:32])=[CH:23][CH:22]=4)[CH2:12][CH2:11]3)=[CH:7][CH:8]=[CH:9][C:2]1=2.N1C=CC=CC=1.[CH:40]1([C:46](Cl)=[O:47])[CH2:45][CH2:44][CH2:43][CH2:42][CH2:41]1.O. Product: [S:1]1[CH:5]=[CH:4][C:3]2[C:6]([N:10]3[CH2:15][CH2:14][N:13]([CH2:16][CH2:17][CH2:18][CH2:19][O:20][C:21]4[CH:30]=[C:29]5[C:24]([CH2:25][CH2:26][C:27](=[O:33])[N:28]5[CH2:31][O:32][C:46]([CH:40]5[CH2:45][CH2:44][CH2:43][CH2:42][CH2:41]5)=[O:47])=[CH:23][CH:22]=4)[CH2:12][CH2:11]3)=[CH:7][CH:8]=[CH:9][C:2]1=2. The catalyst class is: 4. (8) Reactant: [Cl:1][C:2]1[C:7]([F:8])=[CH:6][CH:5]=[C:4]([Cl:9])[C:3]=1[C@H:10]([O:12][C:13]1[C:14]([N+:19]([O-])=O)=[N:15][CH:16]=[CH:17][CH:18]=1)[CH3:11]. Product: [Cl:1][C:2]1[C:7]([F:8])=[CH:6][CH:5]=[C:4]([Cl:9])[C:3]=1[CH:10]([O:12][C:13]1[C:14]([NH2:19])=[N:15][CH:16]=[CH:17][CH:18]=1)[CH3:11]. The catalyst class is: 361. (9) Reactant: Cl[C:2]1[N:6]([C@@H:7]2[O:13][C@H:12]([CH2:14][OH:15])[C@@H:10]([OH:11])[C@H:8]2[OH:9])[C:5]2[CH:16]=[CH:17][CH:18]=[CH:19][C:4]=2[N:3]=1.[CH2:20]([O:27][CH2:28][CH2:29][CH2:30][CH2:31][NH:32][C:33]1[CH:34]=[C:35]([CH:38]=[CH:39][CH:40]=1)[CH2:36][NH2:37])[C:21]1[CH:26]=[CH:25][CH:24]=[CH:23][CH:22]=1.C(N(CC)CC)C. Product: [CH2:20]([O:27][CH2:28][CH2:29][CH2:30][CH2:31][NH:32][C:33]1[CH:34]=[C:35]([CH:38]=[CH:39][CH:40]=1)[CH2:36][NH:37][C:2]1[N:6]([C@@H:7]2[O:13][C@H:12]([CH2:14][OH:15])[C@@H:10]([OH:11])[C@H:8]2[OH:9])[C:5]2[CH:16]=[CH:17][CH:18]=[CH:19][C:4]=2[N:3]=1)[C:21]1[CH:22]=[CH:23][CH:24]=[CH:25][CH:26]=1. The catalyst class is: 619. (10) Reactant: [Cl:1][C:2]1[CH:7]=[CH:6][CH:5]=[CH:4][C:3]=1[C:8]1[C:12]([C:13]([N:15]2[CH2:20][CH2:19][N:18](C(OC(C)(C)C)=O)[CH2:17][CH2:16]2)=[O:14])=[C:11]([CH3:28])[O:10][N:9]=1.C(O)(C(F)(F)F)=O. Product: [Cl:1][C:2]1[CH:7]=[CH:6][CH:5]=[CH:4][C:3]=1[C:8]1[C:12]([C:13]([N:15]2[CH2:16][CH2:17][NH:18][CH2:19][CH2:20]2)=[O:14])=[C:11]([CH3:28])[O:10][N:9]=1. The catalyst class is: 2.